From a dataset of Full USPTO retrosynthesis dataset with 1.9M reactions from patents (1976-2016). Predict the reactants needed to synthesize the given product. (1) Given the product [Cl:1][C:2]1[C:3]([O:12][C:13]2[CH:14]=[N:15][C:16]([O:20][CH2:21][CH:22]([CH3:24])[CH3:23])=[C:17]([Cl:19])[CH:18]=2)=[CH:4][C:5]([F:11])=[C:6]([CH:10]=1)[C:7]([NH:46][S:43]([C:41]1[N:40]=[CH:39][N:38]([CH3:37])[CH:42]=1)(=[O:45])=[O:44])=[O:9], predict the reactants needed to synthesize it. The reactants are: [Cl:1][C:2]1[C:3]([O:12][C:13]2[CH:14]=[N:15][C:16]([O:20][CH2:21][CH:22]([CH3:24])[CH3:23])=[C:17]([Cl:19])[CH:18]=2)=[CH:4][C:5]([F:11])=[C:6]([CH:10]=1)[C:7]([OH:9])=O.C(N1C=CN=C1)(N1C=CN=C1)=O.[CH3:37][N:38]1[CH:42]=[C:41]([S:43]([NH2:46])(=[O:45])=[O:44])[N:40]=[CH:39]1.N12CCCN=C1CCCCC2. (2) Given the product [Cl:24][C:21]1[CH:20]=[CH:19][C:18]([C:12]2[C:11]3[CH2:10][CH2:9][NH:8][CH2:17][CH2:16][C:15]=3[N:14]([CH2:27][C:28]3[CH:33]=[CH:32][N:31]=[CH:30][CH:29]=3)[N:13]=2)=[CH:23][CH:22]=1, predict the reactants needed to synthesize it. The reactants are: C(OC([N:8]1[CH2:17][CH2:16][C:15]2[NH:14][N:13]=[C:12]([C:18]3[CH:23]=[CH:22][C:21]([Cl:24])=[CH:20][CH:19]=3)[C:11]=2[CH2:10][CH2:9]1)=O)(C)(C)C.Cl.Cl[CH2:27][C:28]1[CH:33]=[CH:32][N:31]=[CH:30][CH:29]=1. (3) Given the product [CH3:34][C:35]1([CH3:42])[C:39]([CH3:41])([CH3:40])[O:38][B:37]([C:7]2[CH:16]=[C:15]([CH2:17][CH2:18][CH2:19][CH2:20][CH3:21])[CH:14]=[C:13]3[C:8]=2[C@@H:9]2[CH2:27][C:26]([CH3:28])=[CH:25][CH2:24][C@H:10]2[C:11]([CH3:22])([CH3:23])[O:12]3)[O:36]1, predict the reactants needed to synthesize it. The reactants are: FC(F)(F)S(O[C:7]1[CH:16]=[C:15]([CH2:17][CH2:18][CH2:19][CH2:20][CH3:21])[CH:14]=[C:13]2[C:8]=1[C@@H:9]1[CH2:27][C:26]([CH3:28])=[CH:25][CH2:24][C@H:10]1[C:11]([CH3:23])([CH3:22])[O:12]2)(=O)=O.C(Cl)Cl.[CH3:34][C:35]1([CH3:42])[C:39]([CH3:41])([CH3:40])[O:38][BH:37][O:36]1.C(N(CC)CC)C. (4) Given the product [NH2:25][CH2:24][CH2:23][C@@H:13]1[C@@H:12]([C@@:8]2([CH3:11])[CH2:9][CH2:10][C@H:5]([OH:4])[CH2:6][C@@H:7]2[CH2:26][O:27][Si:28]([C:31]([CH3:33])([CH3:32])[CH3:34])([CH3:30])[CH3:29])[CH2:20][CH2:19][C@@:18]2([CH3:21])[C@H:14]1[CH2:15][CH2:16][C:17]2=[CH2:22], predict the reactants needed to synthesize it. The reactants are: C([O:4][C@H:5]1[CH2:10][CH2:9][C@@:8]([C@H:12]2[CH2:20][CH2:19][C@@:18]3([CH3:21])[C@@H:14]([CH2:15][CH2:16][C:17]3=[CH2:22])[C@@H:13]2[CH2:23][C:24]#[N:25])([CH3:11])[C@@H:7]([CH2:26][O:27][Si:28]([C:31]([CH3:34])([CH3:33])[CH3:32])([CH3:30])[CH3:29])[CH2:6]1)(=O)C.[H-].[H-].[H-].[H-].[Li+].[Al+3]. (5) The reactants are: [CH:1]([O:6][CH3:7])([O:4][CH3:5])OC.O.[C:9]1(C)C=CC(S(O)(=O)=O)=CC=1.[C:20]([C:24]1[CH:25]=[C:26](C(=O)C)[CH:27]=[C:28]([I:32])[C:29]=1[O:30][CH3:31])([CH3:23])([CH3:22])[CH3:21].C(=O)([O-])[O-].[K+].[K+]. Given the product [C:20]([C:24]1[C:29]([O:30][CH3:31])=[C:28]([I:32])[CH:27]=[C:26]([C:1]([O:4][CH3:5])([O:6][CH3:7])[CH3:9])[CH:25]=1)([CH3:23])([CH3:21])[CH3:22], predict the reactants needed to synthesize it. (6) Given the product [CH3:20][C:21]1[CH:28]=[CH:27][CH:26]=[C:25]([CH3:29])[C:22]=1[CH2:23][O:1][C:2]1[CH:3]=[C:4]([CH:10]=[CH:11][C:12]=1[CH3:13])[C:5]([O:7][CH2:8][CH3:9])=[O:6], predict the reactants needed to synthesize it. The reactants are: [OH:1][C:2]1[CH:3]=[C:4]([CH:10]=[CH:11][C:12]=1[CH3:13])[C:5]([O:7][CH2:8][CH3:9])=[O:6].C([O-])([O-])=O.[K+].[K+].[CH3:20][C:21]1[CH:28]=[CH:27][CH:26]=[C:25]([CH3:29])[C:22]=1[CH2:23]Cl. (7) Given the product [CH3:18][Si:2]([CH3:1])([CH3:17])[C:3]1[NH:39][N:38]=[N:37][C:4]=1[CH2:5][O:6][C:7]1[CH:8]=[C:9]([CH:14]=[CH:15][CH:16]=1)[C:10]([O:12][CH3:13])=[O:11], predict the reactants needed to synthesize it. The reactants are: [CH3:1][Si:2]([CH3:18])([CH3:17])[C:3]#[C:4][CH2:5][O:6][C:7]1[CH:8]=[C:9]([CH:14]=[CH:15][CH:16]=1)[C:10]([O:12][CH3:13])=[O:11].CN(C)C=O.[Na].O=C1O[C@H]([C@H](CO)O)C(O)=C1O.[N:37]([Si](C)(C)C)=[N+:38]=[N-:39]. (8) Given the product [CH3:24][C:20]1[C:19]2[C:15]([CH2:14][N:13]3[C:12]4[CH:25]=[CH:26][C:27]([O:29][CH3:30])=[CH:28][C:11]=4[N:10]=[C:9]3[S:8][CH2:7][CH2:6][CH2:5][C:4]([OH:31])=[O:3])=[CH:16][S:17][C:18]=2[CH:23]=[CH:22][CH:21]=1, predict the reactants needed to synthesize it. The reactants are: C([O:3][C:4](=[O:31])[CH2:5][CH2:6][CH2:7][S:8][C:9]1[N:13]([CH2:14][C:15]2[C:19]3[C:20]([CH3:24])=[CH:21][CH:22]=[CH:23][C:18]=3[S:17][CH:16]=2)[C:12]2[CH:25]=[CH:26][C:27]([O:29][CH3:30])=[CH:28][C:11]=2[N:10]=1)C.[OH-].[Na+].Cl.